This data is from Full USPTO retrosynthesis dataset with 1.9M reactions from patents (1976-2016). The task is: Predict the reactants needed to synthesize the given product. Given the product [Cl:1][C:2]1[CH:3]=[CH:4][C:5]([S:8]([N:11]([CH2:19][C:20]2[CH:28]=[CH:27][C:23]([C:24]([NH:41][C@H:42]([CH3:45])[CH2:43][OH:44])=[O:26])=[CH:22][CH:21]=2)[CH:12]2[CH2:17][CH2:16][CH2:15][CH2:14][CH:13]2[CH3:18])(=[O:10])=[O:9])=[CH:6][CH:7]=1, predict the reactants needed to synthesize it. The reactants are: [Cl:1][C:2]1[CH:7]=[CH:6][C:5]([S:8]([N:11]([CH2:19][C:20]2[CH:28]=[CH:27][C:23]([C:24]([OH:26])=O)=[CH:22][CH:21]=2)[CH:12]2[CH2:17][CH2:16][CH2:15][CH2:14][CH:13]2[CH3:18])(=[O:10])=[O:9])=[CH:4][CH:3]=1.C(N(CC)CC)C.CS(Cl)(=O)=O.[NH2:41][C@H:42]([CH3:45])[CH2:43][OH:44].